Dataset: Reaction yield outcomes from USPTO patents with 853,638 reactions. Task: Predict the reaction yield, written as a fraction of the theoretical maximum amount of product (1.0 means a 100% yield; for example, 0.34 means a 34% yield). (1) The reactants are [NH:1]1[CH2:6][CH2:5][C:4]2([O:11][C:10]3[C:12]4[C:17]([C:18](=[O:21])[C:19](=[O:20])[C:9]=3[S:8][CH2:7]2)=[CH:16][CH:15]=[CH:14][CH:13]=4)[CH2:3][CH2:2]1.Cl[C:23]1[CH:28]=[N:27][CH:26]=[CH:25][N:24]=1.C(N(CC)CC)C. The catalyst is CS(C)=O. The product is [N:24]1[CH:25]=[CH:26][N:27]=[CH:28][C:23]=1[N:1]1[CH2:2][CH2:3][C:4]2([O:11][C:10]3[C:12]4[C:17]([C:18](=[O:21])[C:19](=[O:20])[C:9]=3[S:8][CH2:7]2)=[CH:16][CH:15]=[CH:14][CH:13]=4)[CH2:5][CH2:6]1. The yield is 0.00700. (2) The reactants are O(C1C=CC(NC2N=CN=C(N[C:22]3[CH:23]=[C:24]([CH:29]=[CH:30][CH:31]=3)[C:25]([O:27]C)=[O:26])C=2)=CC=1)C1C=CC=CC=1.[Li+].[OH-]. The catalyst is CO.C1COCC1.O. The product is [C:25]([OH:27])(=[O:26])[C:24]1[CH:29]=[CH:30][CH:31]=[CH:22][CH:23]=1. The yield is 0.690. (3) The reactants are [ClH:1].O1CCOCC1.OC(C(F)(F)F)=O.[C:15]([N:23]1[CH2:28][CH2:27][N:26](C(OC(C)(C)C)=O)[CH2:25][CH:24]1[CH2:36][O:37][C:38]1[CH:39]=[N:40][CH:41]=[CH:42][CH:43]=1)(=[O:22])[C:16]1[CH:21]=[CH:20][CH:19]=[CH:18][CH:17]=1. No catalyst specified. The product is [ClH:1].[ClH:1].[C:16]1([C:15]([N:23]2[CH2:28][CH2:27][NH:26][CH2:25][CH:24]2[CH2:36][O:37][C:38]2[CH:39]=[N:40][CH:41]=[CH:42][CH:43]=2)=[O:22])[CH:17]=[CH:18][CH:19]=[CH:20][CH:21]=1. The yield is 0.980. (4) The reactants are [ClH:1].[CH2:2]([CH:4]([CH2:33][CH3:34])[CH:5]([C:11]1[CH:16]=[CH:15][C:14]([NH:17][C:18]([CH:20]2[CH2:25][CH2:24][N:23](C(OC(C)(C)C)=O)[CH2:22][CH2:21]2)=[O:19])=[CH:13][CH:12]=1)[N:6]1[CH:10]=[CH:9][N:8]=[CH:7]1)[CH3:3].[OH-].[Na+]. The catalyst is CCOC(C)=O. The product is [ClH:1].[CH2:33]([CH:4]([CH2:2][CH3:3])[CH:5]([C:11]1[CH:16]=[CH:15][C:14]([NH:17][C:18]([CH:20]2[CH2:21][CH2:22][NH:23][CH2:24][CH2:25]2)=[O:19])=[CH:13][CH:12]=1)[N:6]1[CH:10]=[CH:9][N:8]=[CH:7]1)[CH3:34]. The yield is 0.680. (5) The reactants are [N:1]12[CH2:8][CH2:7][CH:4]([CH2:5][CH2:6]1)[C@@H:3]([O:9][C:10](=[O:26])[C@H:11]([NH:18]C(OC(C)(C)C)=O)[C:12]1[CH:17]=[CH:16][CH:15]=[CH:14][CH:13]=1)[CH2:2]2.[ClH:27].CCOCC. The catalyst is O1CCOCC1. The product is [ClH:27].[ClH:27].[NH2:18][C@H:11]([C:12]1[CH:17]=[CH:16][CH:15]=[CH:14][CH:13]=1)[C:10]([O:9][C@@H:3]1[CH:4]2[CH2:5][CH2:6][N:1]([CH2:8][CH2:7]2)[CH2:2]1)=[O:26]. The yield is 1.00. (6) The catalyst is C(#N)C. The product is [CH3:1][O:2][C:3]1[C:13]([N+:14]([O-:16])=[O:15])=[CH:12][C:6]2[CH2:7][CH2:8][N:9]([CH2:18][C:19]([N:21]([CH3:23])[CH3:22])=[O:20])[CH2:10][CH2:11][C:5]=2[CH:4]=1. The reactants are [CH3:1][O:2][C:3]1[C:13]([N+:14]([O-:16])=[O:15])=[CH:12][C:6]2[CH2:7][CH2:8][NH:9][CH2:10][CH2:11][C:5]=2[CH:4]=1.Cl[CH2:18][C:19]([N:21]([CH3:23])[CH3:22])=[O:20].[I-].[K+].C(=O)([O-])[O-].[Cs+].[Cs+]. The yield is 0.790.